Task: Predict which catalyst facilitates the given reaction.. Dataset: Catalyst prediction with 721,799 reactions and 888 catalyst types from USPTO Reactant: [C:1]([C:3]1[CH:4]=[C:5]([CH:27]=[C:28]([CH3:30])[CH:29]=1)[C:6]([C:8]1[N:13]([CH2:14][C:15]2([CH2:18][C:19](O)=[O:20])[CH2:17][CH2:16]2)[C:12](=[O:22])[NH:11][C:10](=[O:23])[C:9]=1[CH:24]([CH3:26])[CH3:25])=[O:7])#[N:2].C(Cl)(=O)C(Cl)=O.[CH3:37][O:38][C:39]1[CH:46]=[CH:45][C:42]([CH2:43][NH2:44])=[CH:41][CH:40]=1. Product: [C:1]([C:3]1[CH:4]=[C:5]([CH:27]=[C:28]([CH3:30])[CH:29]=1)[C:6]([C:8]1[N:13]([CH2:14][C:15]2([CH2:18][C:19]([NH:44][CH2:43][C:42]3[CH:45]=[CH:46][C:39]([O:38][CH3:37])=[CH:40][CH:41]=3)=[O:20])[CH2:16][CH2:17]2)[C:12](=[O:22])[NH:11][C:10](=[O:23])[C:9]=1[CH:24]([CH3:26])[CH3:25])=[O:7])#[N:2]. The catalyst class is: 118.